This data is from Full USPTO retrosynthesis dataset with 1.9M reactions from patents (1976-2016). The task is: Predict the reactants needed to synthesize the given product. (1) Given the product [C:18]([O:1][CH:2]([C:8]1[CH:17]=[CH:16][CH:15]=[C:14]2[C:9]=1[CH:10]=[CH:11][N:12]=[CH:13]2)[C:3]([O:5][CH2:6][CH3:7])=[O:4])(=[O:20])[CH3:19], predict the reactants needed to synthesize it. The reactants are: [OH:1][CH:2]([C:8]1[CH:17]=[CH:16][CH:15]=[C:14]2[C:9]=1[CH:10]=[CH:11][N:12]=[CH:13]2)[C:3]([O:5][CH2:6][CH3:7])=[O:4].[C:18](Cl)(=[O:20])[CH3:19]. (2) Given the product [CH2:24]([O:26][CH2:27][CH2:28][CH2:29][NH:30][C:31](=[O:55])[CH:32]([NH:37][C:38]1[CH:43]=[C:42]([CH2:44][CH2:45][CH3:46])[N:41]=[C:40]([C:48]2[CH:49]=[N:50][CH:51]=[C:52]([C:6]3[O:7][C:8]4[CH:14]=[CH:13][C:12]([F:15])=[CH:11][C:9]=4[CH:10]=3)[CH:53]=2)[N:39]=1)[CH2:33][CH:34]([CH3:35])[CH3:36])[CH3:25], predict the reactants needed to synthesize it. The reactants are: C([Sn](CCCC)(CCCC)[C:6]1[O:7][C:8]2[CH:14]=[CH:13][C:12]([F:15])=[CH:11][C:9]=2[CH:10]=1)CCC.[CH2:24]([O:26][CH2:27][CH2:28][CH2:29][NH:30][C:31](=[O:55])[CH:32]([NH:37][C:38]1[CH:43]=[C:42]([CH2:44][CH2:45][CH2:46]C)[N:41]=[C:40]([C:48]2[CH:49]=[N:50][CH:51]=[C:52](Br)[CH:53]=2)[N:39]=1)[CH2:33][CH:34]([CH3:36])[CH3:35])[CH3:25]. (3) Given the product [F:20][C:21]1[CH:22]=[C:23]([CH:27]=[C:28]([F:30])[CH:29]=1)[CH2:24][CH2:25][NH:26][S:16]([C:14]1[S:15][C:11]([C:5]2[CH:4]=[C:3]([CH2:1][CH3:2])[C:8](=[O:9])[NH:7][C:6]=2[CH3:10])=[CH:12][CH:13]=1)(=[O:18])=[O:17], predict the reactants needed to synthesize it. The reactants are: [CH2:1]([C:3]1[C:8](=[O:9])[NH:7][C:6]([CH3:10])=[C:5]([C:11]2[S:15][C:14]([S:16](Cl)(=[O:18])=[O:17])=[CH:13][CH:12]=2)[CH:4]=1)[CH3:2].[F:20][C:21]1[CH:22]=[C:23]([CH:27]=[C:28]([F:30])[CH:29]=1)[CH2:24][CH2:25][NH-:26]. (4) Given the product [O:1]1[CH:5]=[CH:4][CH:3]=[C:2]1[C:6]1[O:7][C:8]([CH3:37])=[C:9]([CH2:11][O:12][C:13]2[CH:14]=[CH:15][C:16]([CH2:17][C:18]3[O:19][C:20]([C:29]4[CH:34]=[CH:33][CH:32]=[CH:31][CH:30]=4)=[C:21]([CH2:23][CH2:24][C:25]([OH:27])=[O:26])[N:22]=3)=[CH:35][CH:36]=2)[N:10]=1, predict the reactants needed to synthesize it. The reactants are: [O:1]1[CH:5]=[CH:4][CH:3]=[C:2]1[C:6]1[O:7][C:8]([CH3:37])=[C:9]([CH2:11][O:12][C:13]2[CH:36]=[CH:35][C:16]([CH2:17][C:18]3[O:19][C:20]([C:29]4[CH:34]=[CH:33][CH:32]=[CH:31][CH:30]=4)=[C:21]([CH2:23][CH2:24][C:25]([O:27]C)=[O:26])[N:22]=3)=[CH:15][CH:14]=2)[N:10]=1.O.[OH-].[Li+].O1CCCC1.Cl. (5) The reactants are: [F:1][C:2]([F:19])([F:18])[C:3]1[CH:4]=[CH:5][C:6]2[O:10][C:9]([C@H:11]3[O:15][CH:14]([OH:16])[CH2:13][CH2:12]3)=[CH:8][C:7]=2[CH:17]=1.N1C=CN=C1.[Si:25](Cl)([C:28]([CH3:31])([CH3:30])[CH3:29])([CH3:27])[CH3:26]. Given the product [F:19][C:2]([F:1])([F:18])[C:3]1[CH:4]=[CH:5][C:6]2[O:10][C:9]([C@H:11]3[O:15][CH:14]([O:16][Si:25]([CH3:27])([CH3:26])[C:28]([CH3:31])([CH3:30])[CH3:29])[CH2:13][CH2:12]3)=[CH:8][C:7]=2[CH:17]=1, predict the reactants needed to synthesize it. (6) Given the product [CH3:28][O:27][C:18]1[CH:17]=[CH:16][C:15]2[C:20](=[CH:21][CH:22]=[C:23]3[C:14]=2[CH:13]([C:29]2[CH:43]=[CH:42][C:32]([O:33][CH2:34][CH2:35][N:36]4[CH2:37][CH2:38][CH2:39][CH2:40][CH2:41]4)=[CH:31][CH:30]=2)[O:12][C:11]2[C:24]3=[CH:25][CH:26]=[C:9]([OH:8])[CH:10]=2)[CH:19]=1, predict the reactants needed to synthesize it. The reactants are: C([O:8][C:9]1[CH:10]=[C:11]2[C:24](=[CH:25][CH:26]=1)[C:23]1[C:14](=[C:15]3[C:20](=[CH:21][CH:22]=1)[CH:19]=[C:18]([O:27][CH3:28])[CH:17]=[CH:16]3)[CH:13]([C:29]1[CH:43]=[CH:42][C:32]([O:33][CH2:34][CH2:35][N:36]3[CH2:41][CH2:40][CH2:39][CH2:38][CH2:37]3)=[CH:31][CH:30]=1)[O:12]2)C1C=CC=CC=1.[H][H]. (7) Given the product [Cl:23][C:24]1[CH:29]=[C:28]([O:30][C:31]2[CH:32]=[CH:33][C:34]([NH:38][C:1]([N:13]3[CH2:14][CH2:15][N:11]([CH:8]4[CH2:7][CH2:6][O:5][CH2:10][CH2:9]4)[C:12]3=[O:16])=[O:2])=[N:35][C:36]=2[CH3:37])[CH:27]=[CH:26][N:25]=1, predict the reactants needed to synthesize it. The reactants are: [C:1](Cl)(Cl)=[O:2].[O:5]1[CH2:10][CH2:9][CH:8]([N:11]2[CH2:15][CH2:14][NH:13][C:12]2=[O:16])[CH2:7][CH2:6]1.N1C=CC=CC=1.[Cl:23][C:24]1[CH:29]=[C:28]([O:30][C:31]2[CH:32]=[CH:33][C:34]([NH2:38])=[N:35][C:36]=2[CH3:37])[CH:27]=[CH:26][N:25]=1. (8) Given the product [N:8]1[CH:13]=[CH:12][CH:11]=[CH:10][C:9]=1[CH2:14][N:2]([CH2:12][C:11]1[CH:10]=[CH:9][CH:14]=[CH:17][N:18]=1)[CH2:3][CH:4]([OH:7])[CH2:5][NH:6][CH2:14][C:9]1[CH:10]=[CH:11][CH:12]=[CH:13][N:8]=1, predict the reactants needed to synthesize it. The reactants are: Cl.[NH2:2][CH2:3][CH:4]([OH:7])[CH2:5][NH2:6].[N:8]1[CH:13]=[CH:12][CH:11]=[CH:10][C:9]=1[CH:14]=O.[B-][C:17]#[N:18].[Na+]. (9) The reactants are: C([O:8][C:9]1[CH:10]=[CH:11][C:12]([O:20][CH2:21][C@@H:22]([OH:51])[CH2:23][NH:24][CH2:25][CH2:26][C:27]2[CH:50]=[CH:49][C:30]([NH:31][CH:32]3[CH2:37][CH2:36][N:35]([C:38]([NH:40][CH2:41][CH2:42][CH2:43][CH2:44][CH2:45][CH2:46][CH2:47][CH3:48])=[O:39])[CH2:34][CH2:33]3)=[CH:29][CH:28]=2)=[C:13]2[C:18]=1[NH:17][C:16](=[O:19])[CH2:15][CH2:14]2)C1C=CC=CC=1.[H][H]. Given the product [CH2:41]([NH:40][C:38]([N:35]1[CH2:36][CH2:37][CH:32]([NH:31][C:30]2[CH:49]=[CH:50][C:27]([CH2:26][CH2:25][NH:24][CH2:23][C@H:22]([OH:51])[CH2:21][O:20][C:12]3[CH:11]=[CH:10][C:9]([OH:8])=[C:18]4[C:13]=3[CH2:14][CH2:15][C:16](=[O:19])[NH:17]4)=[CH:28][CH:29]=2)[CH2:33][CH2:34]1)=[O:39])[CH2:42][CH2:43][CH2:44][CH2:45][CH2:46][CH2:47][CH3:48], predict the reactants needed to synthesize it.